Dataset: Full USPTO retrosynthesis dataset with 1.9M reactions from patents (1976-2016). Task: Predict the reactants needed to synthesize the given product. (1) Given the product [Cl:1][C:2]1[CH:11]=[CH:10][C:5]2[NH:6][C:7]([S:9][CH3:14])=[N:8][C:4]=2[C:3]=1[C:12]#[N:13], predict the reactants needed to synthesize it. The reactants are: [Cl:1][C:2]1[CH:11]=[CH:10][C:5]2[NH:6][C:7]([SH:9])=[N:8][C:4]=2[C:3]=1[C:12]#[N:13].[C:14](=O)([O-])[O-].[K+].[K+]. (2) Given the product [CH2:1]([CH:8]1[CH2:13][CH2:12][N:11]([C:14]2[C:19]([C:46]3[CH:45]=[CH:44][C:43]([O:42][CH2:41][CH2:40][C:39]4[CH:38]=[CH:37][C:36]([F:35])=[CH:61][CH:60]=4)=[CH:48][CH:47]=3)=[C:18]([CH3:21])[N:17]=[C:16]([CH3:22])[C:15]=2[C@H:23]([O:30][C:31]([CH3:34])([CH3:33])[CH3:32])[C:24]([O:26][CH:27]([CH3:29])[CH3:28])=[O:25])[CH2:10][CH2:9]1)[C:2]1[CH:7]=[CH:6][CH:5]=[CH:4][CH:3]=1, predict the reactants needed to synthesize it. The reactants are: [CH2:1]([CH:8]1[CH2:13][CH2:12][N:11]([C:14]2[C:19](Br)=[C:18]([CH3:21])[N:17]=[C:16]([CH3:22])[C:15]=2[C@H:23]([O:30][C:31]([CH3:34])([CH3:33])[CH3:32])[C:24]([O:26][CH:27]([CH3:29])[CH3:28])=[O:25])[CH2:10][CH2:9]1)[C:2]1[CH:7]=[CH:6][CH:5]=[CH:4][CH:3]=1.[F:35][C:36]1[CH:61]=[CH:60][C:39]([CH2:40][CH2:41][O:42][C:43]2[CH:48]=[CH:47][C:46](B3OC(=O)CN(C)CC(=O)O3)=[CH:45][CH:44]=2)=[CH:38][CH:37]=1.C1(P(C2CCCCC2)C2C=CC=CC=2C2C(OC)=CC=CC=2OC)CCCCC1.[O-]P([O-])([O-])=O.[K+].[K+].[K+]. (3) Given the product [Cl:2][C:3]1[CH:4]=[CH:5][C:6]([CH2:9][CH2:10][N:11]2[CH2:16][CH2:15][N:14]([C:17]3[CH:22]=[CH:21][C:20]4[C:23]5[CH2:24][N:25]([CH:32]([CH3:33])[CH3:37])[CH2:26][CH2:27][CH2:28][C:29]=5[O:30][C:19]=4[CH:18]=3)[C:13](=[O:31])[CH2:12]2)=[N:7][CH:8]=1, predict the reactants needed to synthesize it. The reactants are: Cl.[Cl:2][C:3]1[CH:4]=[CH:5][C:6]([CH2:9][CH2:10][N:11]2[CH2:16][CH2:15][N:14]([C:17]3[CH:22]=[CH:21][C:20]4[C:23]5[CH2:24][NH:25][CH2:26][CH2:27][CH2:28][C:29]=5[O:30][C:19]=4[CH:18]=3)[C:13](=[O:31])[CH2:12]2)=[N:7][CH:8]=1.[C:32](O)(=O)[CH3:33].Cl[CH2:37]Cl. (4) Given the product [CH3:1][O:2][C:3]1[CH:8]=[CH:7][C:6]([N:9]2[C:13]3[N:14]=[C:15]([NH:18][C@H:19]4[CH2:23][CH2:22][C@@H:21]([C:24]([N:54]5[CH2:55][CH2:56][N:51]([CH3:50])[CH2:52][CH2:53]5)=[O:26])[CH2:20]4)[N:16]=[CH:17][C:12]=3[N:11]=[N:10]2)=[CH:5][CH:4]=1, predict the reactants needed to synthesize it. The reactants are: [CH3:1][O:2][C:3]1[CH:8]=[CH:7][C:6]([N:9]2[C:13]3[N:14]=[C:15]([NH:18][C@H:19]4[CH2:23][CH2:22][C@@H:21]([C:24]([OH:26])=O)[CH2:20]4)[N:16]=[CH:17][C:12]=3[N:11]=[N:10]2)=[CH:5][CH:4]=1.Cl.CN(C)CCCN=C=NCC.O.ON1C2C=CC=CC=2N=N1.[CH3:50][N:51]1[CH2:56][CH2:55][NH:54][CH2:53][CH2:52]1. (5) Given the product [CH2:1]([O:3][C:4](=[O:21])[CH2:5][C:6]1[CH:11]=[CH:10][C:9]([NH2:12])=[C:8]([O:15][CH2:16][C:17]([F:19])([F:20])[F:18])[CH:7]=1)[CH3:2], predict the reactants needed to synthesize it. The reactants are: [CH2:1]([O:3][C:4](=[O:21])[CH2:5][C:6]1[CH:11]=[CH:10][C:9]([N+:12]([O-])=O)=[C:8]([O:15][CH2:16][C:17]([F:20])([F:19])[F:18])[CH:7]=1)[CH3:2].[Sn](Cl)Cl.O.